This data is from Reaction yield outcomes from USPTO patents with 853,638 reactions. The task is: Predict the reaction yield, written as a fraction of the theoretical maximum amount of product (1.0 means a 100% yield; for example, 0.34 means a 34% yield). (1) The reactants are [CH2:1]([O:3]/[N:4]=[CH:5]/[C:6]1[C:7]([F:29])=[C:8]([F:28])[C:9]([NH:19][C:20]2[CH:25]=[CH:24][C:23]([I:26])=[CH:22][C:21]=2[F:27])=[C:10]([CH:18]=1)[C:11]([NH:13][O:14][CH2:15][CH2:16][OH:17])=[O:12])[CH3:2].ClC(Cl)C(O)=O. No catalyst specified. The product is [CH2:1]([O:3][NH:4][CH2:5][C:6]1[C:7]([F:29])=[C:8]([F:28])[C:9]([NH:19][C:20]2[CH:25]=[CH:24][C:23]([I:26])=[CH:22][C:21]=2[F:27])=[C:10]([CH:18]=1)[C:11]([NH:13][O:14][CH2:15][CH2:16][OH:17])=[O:12])[CH3:2]. The yield is 0.800. (2) The reactants are Br[C:2]1[CH:3]=[CH:4][CH:5]=[C:6]2[C:10]=1[NH:9][CH:8]=[CH:7]2.[Li]C(C)(C)C.[CH3:16][S:17]SC. The catalyst is C1COCC1. The product is [CH3:16][S:17][C:2]1[CH:3]=[CH:4][CH:5]=[C:6]2[C:10]=1[NH:9][CH:8]=[CH:7]2. The yield is 0.550. (3) The product is [CH2:1]([N:8]([CH2:17][C:18]1[CH:19]=[CH:20][CH:21]=[CH:22][CH:23]=1)[C@H:9]([CH2:13][CH:14]([CH3:16])[CH3:15])[CH2:10][NH2:12])[C:2]1[CH:3]=[CH:4][CH:5]=[CH:6][CH:7]=1. The catalyst is C1COCC1. The yield is 0.490. The reactants are [CH2:1]([N:8]([CH2:17][C:18]1[CH:23]=[CH:22][CH:21]=[CH:20][CH:19]=1)[C@H:9]([CH2:13][CH:14]([CH3:16])[CH3:15])[C:10]([NH2:12])=O)[C:2]1[CH:7]=[CH:6][CH:5]=[CH:4][CH:3]=1.[H-].[H-].[H-].[H-].[Li+].[Al+3].